Task: Regression. Given a peptide amino acid sequence and an MHC pseudo amino acid sequence, predict their binding affinity value. This is MHC class I binding data.. Dataset: Peptide-MHC class I binding affinity with 185,985 pairs from IEDB/IMGT (1) The peptide sequence is RLMRTNFLI. The MHC is HLA-B08:01 with pseudo-sequence HLA-B08:01. The binding affinity (normalized) is 0. (2) The peptide sequence is RPRGDNFAV. The MHC is HLA-B53:01 with pseudo-sequence HLA-B53:01. The binding affinity (normalized) is 0.149. (3) The peptide sequence is YPALETIQV. The MHC is HLA-B35:01 with pseudo-sequence HLA-B35:01. The binding affinity (normalized) is 0.354. (4) The peptide sequence is LFNTIATLY. The MHC is HLA-B08:02 with pseudo-sequence HLA-B08:02. The binding affinity (normalized) is 0.0847. (5) The peptide sequence is RLEARIAQL. The MHC is HLA-A02:03 with pseudo-sequence HLA-A02:03. The binding affinity (normalized) is 0.748. (6) The MHC is HLA-A26:01 with pseudo-sequence HLA-A26:01. The peptide sequence is RPYGKFRAM. The binding affinity (normalized) is 0.0847. (7) The peptide sequence is LLYQTFGRK. The MHC is HLA-A11:01 with pseudo-sequence HLA-A11:01. The binding affinity (normalized) is 0.156.